Dataset: Full USPTO retrosynthesis dataset with 1.9M reactions from patents (1976-2016). Task: Predict the reactants needed to synthesize the given product. (1) The reactants are: [NH2:1][C:2]1[CH:6]=[C:5]([C:7]2[CH:12]=[CH:11][N:10]=[CH:9][CH:8]=2)[S:4][C:3]=1[C:13]([NH2:15])=[O:14].[C:16]1(=O)[CH2:22][CH2:21][CH2:20][CH2:19][CH2:18][CH2:17]1.O.C1(C)C=CC(S(O)(=O)=O)=CC=1.C(=O)([O-])O.[Na+]. Given the product [N:10]1[CH:9]=[CH:8][C:7]([C:5]2[S:4][C:3]3[C:13](=[O:14])[NH:15][C:16]4([CH2:22][CH2:21][CH2:20][CH2:19][CH2:18][CH2:17]4)[NH:1][C:2]=3[CH:6]=2)=[CH:12][CH:11]=1, predict the reactants needed to synthesize it. (2) Given the product [NH2:30][C@H:27]1[CH2:28][CH2:29][C@H:24]([NH:31][C:10]2[CH:9]=[C:8]([C:7]3[C:2]([Cl:1])=[N:3][CH:4]=[C:5]([NH:16][CH2:17][CH:18]4[CH2:23][CH2:22][O:21][CH2:20][CH2:19]4)[CH:6]=3)[C:13]([Cl:14])=[CH:12][N:11]=2)[CH2:25][CH2:26]1, predict the reactants needed to synthesize it. The reactants are: [Cl:1][C:2]1[C:7]([C:8]2[C:13]([Cl:14])=[CH:12][N:11]=[C:10](F)[CH:9]=2)=[CH:6][C:5]([NH:16][CH2:17][CH:18]2[CH2:23][CH2:22][O:21][CH2:20][CH2:19]2)=[CH:4][N:3]=1.[C@H:24]1([NH2:31])[CH2:29][CH2:28][C@H:27]([NH2:30])[CH2:26][CH2:25]1. (3) Given the product [N+:1]([C:4]1[CH:5]=[C:6]([C:14]([OH:16])=[O:15])[CH:7]=[C:8]([CH:13]=1)[C:9]([OH:11])=[O:10])([O-:3])=[O:2].[CH2:18]([N:20]([CH2:25][CH3:26])[CH2:21][CH2:22][CH2:23][NH-:24])[CH3:19], predict the reactants needed to synthesize it. The reactants are: [N+:1]([C:4]1[CH:5]=[C:6]([C:14]([O:16]C)=[O:15])[CH:7]=[C:8]([CH:13]=1)[C:9]([O:11]C)=[O:10])([O-:3])=[O:2].[CH2:18]([N:20]([CH2:25][CH3:26])[CH2:21][CH2:22][CH2:23][NH2:24])[CH3:19]. (4) Given the product [NH:13]1[C:14]2[C:19](=[CH:18][CH:17]=[CH:16][CH:15]=2)[CH:11]=[C:12]1[NH2:31], predict the reactants needed to synthesize it. The reactants are: C(OC([C:11]1[C:19]2[C:14](=[CH:15][CH:16]=[C:17](CCOS(C)(=O)=O)[CH:18]=2)[NH:13][C:12]=1C)=O)C1C=CC=CC=1.C([N:31](C1CCNC1)C)(=O)C. (5) Given the product [CH3:17][N:4]([CH3:3])[CH2:5][CH:6]([CH3:16])[C:7]([C:9]1[CH:14]=[CH:13][CH:12]=[C:11]([OH:15])[CH:10]=1)=[O:8], predict the reactants needed to synthesize it. The reactants are: N.Cl.[CH3:3][N:4]([CH3:17])[CH2:5][CH:6]([CH3:16])[C:7]([C:9]1[CH:14]=[CH:13][CH:12]=[C:11]([OH:15])[CH:10]=1)=[O:8]. (6) Given the product [CH3:32][C:22]1[O:21][C:20]([C:17]2[CH:18]=[CH:19][C:14]([C:6]3[CH:5]=[C:4]4[C:9](=[CH:8][CH:7]=3)[NH:1][CH:2]=[CH:3]4)=[CH:15][CH:16]=2)=[N:24][C:23]=1[CH2:25][CH2:26][N:27]1[CH2:31][CH2:30][CH2:29][CH2:28]1, predict the reactants needed to synthesize it. The reactants are: [NH:1]1[C:9]2[C:4](=[CH:5][C:6](B(O)O)=[CH:7][CH:8]=2)[CH:3]=[CH:2]1.Br[C:14]1[CH:19]=[CH:18][C:17]([C:20]2[O:21][C:22]([CH3:32])=[C:23]([CH2:25][CH2:26][N:27]3[CH2:31][CH2:30][CH2:29][CH2:28]3)[N:24]=2)=[CH:16][CH:15]=1. (7) Given the product [CH:5]1[CH:6]=[CH:7][C:2]([OH:1])=[C:3]([C:8]2[N:12]=[C:11]([C:13]3[CH:18]=[CH:17][CH:16]=[CH:15][C:14]=3[OH:19])[N:10]([C:20]3[CH:28]=[CH:27][C:23]([C:24]([OH:26])=[O:25])=[CH:22][CH:21]=3)[N:9]=2)[CH:4]=1.[Ca:32], predict the reactants needed to synthesize it. The reactants are: [OH:1][C:2]1[CH:7]=[CH:6][CH:5]=[CH:4][C:3]=1[C:8]1[N:12]=[C:11]([C:13]2[CH:18]=[CH:17][CH:16]=[CH:15][C:14]=2[OH:19])[N:10]([C:20]2[CH:28]=[CH:27][C:23]([C:24]([OH:26])=[O:25])=[CH:22][CH:21]=2)[N:9]=1.[OH-].[Na+].[Cl-].[Ca+2:32].[Cl-].